This data is from Full USPTO retrosynthesis dataset with 1.9M reactions from patents (1976-2016). The task is: Predict the reactants needed to synthesize the given product. (1) Given the product [C:1]([C:3]1[CH:4]=[C:5]([N:9]2[C:10]3[C:11](=[CH:14][CH:15]=[CH:16][N:17]=3)[CH:12]=[C:27]([CH2:26][CH2:25][CH2:24][C:21]3[CH:20]=[CH:19][N:18]=[CH:23][CH:22]=3)[C:28]2=[O:29])[CH:6]=[CH:7][CH:8]=1)#[N:2], predict the reactants needed to synthesize it. The reactants are: [C:1]([C:3]1[CH:4]=[C:5]([NH:9][C:10]2[N:17]=[CH:16][CH:15]=[CH:14][C:11]=2[CH:12]=O)[CH:6]=[CH:7][CH:8]=1)#[N:2].[N:18]1[CH:23]=[CH:22][C:21]([CH2:24][CH2:25][CH2:26][CH2:27][C:28](OCC)=[O:29])=[CH:20][CH:19]=1.[Li+].CC([N-]C(C)C)C. (2) Given the product [CH:1]1([N:6]2[C:15]3[N:14]=[C:13]([NH:16][C:17]4[CH:18]=[CH:19][C:20]([C:27]([OH:29])=[O:28])=[C:21]5[C:25]=4[O:24][CH:23]([CH3:26])[CH2:22]5)[N:12]=[CH:11][C:10]=3[N:9]([CH3:30])[C:8](=[O:31])[C@H:7]2[CH2:32][CH3:33])[CH2:2][CH2:3][CH2:4][CH2:5]1, predict the reactants needed to synthesize it. The reactants are: [CH:1]1([N:6]2[C:15]3[N:14]=[C:13]([NH:16][C:17]4[CH:18]=[CH:19][C:20]([C:27]([O-:29])=[O:28])=[C:21]5[C:25]=4[O:24][CH:23]([CH3:26])[CH2:22]5)[N:12]=[CH:11][C:10]=3[N:9]([CH3:30])[C:8](=[O:31])[C@H:7]2[CH2:32][CH3:33])[CH2:5][CH2:4][CH2:3][CH2:2]1.[OH-].[Li+].Cl.